This data is from Catalyst prediction with 721,799 reactions and 888 catalyst types from USPTO. The task is: Predict which catalyst facilitates the given reaction. Reactant: [Cl:1][CH2:2][CH2:3][CH2:4][O:5][C:6]1[CH:13]=[CH:12][C:9]([CH2:10]O)=[CH:8][CH:7]=1.S(Br)([Br:16])=O. Product: [Cl:1][CH2:2][CH2:3][CH2:4][O:5][C:6]1[CH:13]=[CH:12][C:9]([CH2:10][Br:16])=[CH:8][CH:7]=1. The catalyst class is: 472.